This data is from Reaction yield outcomes from USPTO patents with 853,638 reactions. The task is: Predict the reaction yield, written as a fraction of the theoretical maximum amount of product (1.0 means a 100% yield; for example, 0.34 means a 34% yield). (1) The reactants are C(/S([O:12][C:13]1[CH:21]=[CH:20][C:19]([C:22]2[N:23]([C:38]([O:40][C:41]([CH3:44])([CH3:43])[CH3:42])=[O:39])[C:24]3[C:29]([CH:30]=2)=[CH:28][C:27]([CH2:31][N:32]2[CH2:37][CH2:36][CH2:35][CH2:34][CH2:33]2)=[CH:26][CH:25]=3)=[C:18]2[C:14]=1[CH2:15][NH:16][C:17]2=[O:45])(=O)=O)=C\C1C=CC=CC=1.Cl.CO. No catalyst specified. The product is [OH:12][C:13]1[CH:21]=[CH:20][C:19]([C:22]2[N:23]([C:38]([O:40][C:41]([CH3:43])([CH3:42])[CH3:44])=[O:39])[C:24]3[C:29]([CH:30]=2)=[CH:28][C:27]([CH2:31][N:32]2[CH2:37][CH2:36][CH2:35][CH2:34][CH2:33]2)=[CH:26][CH:25]=3)=[C:18]2[C:14]=1[CH2:15][NH:16][C:17]2=[O:45]. The yield is 0.490. (2) The reactants are CC1N=C(N2CCN(C3C=CC=CC=3)C2=O)SC=1C(OCC)=O.[CH3:24][C:25]1[N:26]=[C:27]([N:35]2[CH2:39][CH2:38][N:37]([CH2:40][C:41]3[CH:46]=[CH:45][C:44]([O:47][C:48]([F:51])([F:50])[F:49])=[CH:43][CH:42]=3)[C:36]2=[O:52])[S:28][C:29]=1[C:30]([O:32]CC)=[O:31]. No catalyst specified. The product is [CH3:24][C:25]1[N:26]=[C:27]([N:35]2[CH2:39][CH2:38][N:37]([CH2:40][C:41]3[CH:42]=[CH:43][C:44]([O:47][C:48]([F:50])([F:51])[F:49])=[CH:45][CH:46]=3)[C:36]2=[O:52])[S:28][C:29]=1[C:30]([OH:32])=[O:31]. The yield is 0.640. (3) The reactants are [CH2:1]([C:5]1=[CH:6][N:7]([C:27]([CH3:30])([CH3:29])[CH3:28])[S:8]/[C:9]/1=[N:10]\[C:11](=[O:26])[C:12]1[CH:17]=[C:16]([C:18]#[C:19][Si](C)(C)C)[CH:15]=[CH:14][C:13]=1[O:24][CH3:25])[CH2:2][CH2:3][CH3:4].CCCC[N+](CCCC)(CCCC)CCCC.[F-]. The catalyst is C1COCC1.O. The product is [CH2:1]([C:5]1=[CH:6][N:7]([C:27]([CH3:28])([CH3:30])[CH3:29])[S:8]/[C:9]/1=[N:10]\[C:11](=[O:26])[C:12]1[CH:17]=[C:16]([C:18]#[CH:19])[CH:15]=[CH:14][C:13]=1[O:24][CH3:25])[CH2:2][CH2:3][CH3:4]. The yield is 0.730. (4) The reactants are [NH2:1][C:2]1[CH:3]=[C:4]([CH:9]=[CH:10][C:11]=1[NH:12][CH2:13][CH2:14][CH2:15][N:16]([CH3:25])[CH2:17][CH2:18][C:19]1[CH:24]=[CH:23][CH:22]=[CH:21][N:20]=1)[C:5]([O:7][CH3:8])=[O:6].[C:26](N1C=CN=C1)(N1C=CN=C1)=[S:27]. The catalyst is O1CCCC1.ClCCl.O. The product is [CH3:25][N:16]([CH2:17][CH2:18][C:19]1[CH:24]=[CH:23][CH:22]=[CH:21][N:20]=1)[CH2:15][CH2:14][CH2:13][N:12]1[C:11]2[CH:10]=[CH:9][C:4]([C:5]([O:7][CH3:8])=[O:6])=[CH:3][C:2]=2[NH:1][C:26]1=[S:27]. The yield is 0.850. (5) The reactants are [NH2:1][C:2]1[CH:7]=[CH:6][C:5]([C:8]([F:11])([F:10])[F:9])=[CH:4][CH:3]=1.C(N(CC)CC)C.[CH3:19][C:20]([CH3:25])([CH3:24])[C:21](Cl)=[O:22]. The catalyst is ClCCl. The product is [F:11][C:8]([F:9])([F:10])[C:5]1[CH:6]=[CH:7][C:2]([NH:1][C:21](=[O:22])[C:20]([CH3:25])([CH3:24])[CH3:19])=[CH:3][CH:4]=1. The yield is 0.980. (6) The reactants are [CH3:1][N:2]1[C:6]([NH:7][C:8]2[CH:13]=[C:12]([NH:14][C:15]3[CH:24]=[CH:23][CH:22]=[CH:21][C:16]=3[C:17]([NH:19][CH3:20])=[O:18])[C:11]([C:25]([CH3:27])=[CH2:26])=[CH:10][N:9]=2)=[CH:5][C:4]([CH3:28])=[N:3]1.N#N. The catalyst is C(O)C.O=[Pt]=O. The product is [CH3:1][N:2]1[C:6]([NH:7][C:8]2[CH:13]=[C:12]([NH:14][C:15]3[CH:24]=[CH:23][CH:22]=[CH:21][C:16]=3[C:17]([NH:19][CH3:20])=[O:18])[C:11]([CH:25]([CH3:26])[CH3:27])=[CH:10][N:9]=2)=[CH:5][C:4]([CH3:28])=[N:3]1. The yield is 0.610. (7) The reactants are [OH:1][C:2]1[CH:3]=[C:4]([CH2:8][C:9]([OH:11])=[O:10])[CH:5]=[CH:6][CH:7]=1.[CH2:12](Br)[C:13]1[CH:18]=[CH:17][CH:16]=[CH:15][CH:14]=1.[OH-].[K+]. The catalyst is C1COCC1. The product is [CH2:12]([O:1][C:2]1[CH:3]=[C:4]([CH2:8][C:9]([OH:11])=[O:10])[CH:5]=[CH:6][CH:7]=1)[C:13]1[CH:18]=[CH:17][CH:16]=[CH:15][CH:14]=1. The yield is 0.910. (8) The reactants are [OH-].[Na+].[NH2:3][CH:4]([C:6]([OH:8])=[O:7])[CH3:5].[C:9](Cl)(=[O:16])[C:10]1[CH:15]=[CH:14][CH:13]=[CH:12][CH:11]=1.Cl. The catalyst is O. The product is [C:9]([NH:3][C@H:4]([C:6]([OH:8])=[O:7])[CH3:5])(=[O:16])[C:10]1[CH:15]=[CH:14][CH:13]=[CH:12][CH:11]=1. The yield is 0.904. (9) The reactants are [F:1][C:2]1[CH:40]=[C:39]([F:41])[CH:38]=[CH:37][C:3]=1[O:4][C:5]1[C:10]([C:11]2[C:12]3[CH:21]=[CH:20][N:19](S(C4C=CC(C)=CC=4)(=O)=O)[C:13]=3[C:14](=[O:18])[N:15]([CH3:17])[CH:16]=2)=[CH:9][C:8]([CH2:32][S:33]([CH3:36])(=[O:35])=[O:34])=[CH:7][N:6]=1.[OH-].[K+].O. The catalyst is [Br-].C[N+](C)(C)CCCCCCCCCCCCCCCC.O1CCOCC1. The product is [F:1][C:2]1[CH:40]=[C:39]([F:41])[CH:38]=[CH:37][C:3]=1[O:4][C:5]1[C:10]([C:11]2[C:12]3[CH:21]=[CH:20][NH:19][C:13]=3[C:14](=[O:18])[N:15]([CH3:17])[CH:16]=2)=[CH:9][C:8]([CH2:32][S:33]([CH3:36])(=[O:34])=[O:35])=[CH:7][N:6]=1. The yield is 0.570.